Dataset: Reaction yield outcomes from USPTO patents with 853,638 reactions. Task: Predict the reaction yield, written as a fraction of the theoretical maximum amount of product (1.0 means a 100% yield; for example, 0.34 means a 34% yield). (1) The reactants are [OH:1][CH2:2][CH2:3][CH2:4][CH2:5][CH2:6][N:7]1[CH2:12][CH2:11][N:10](C(OCC)=O)[CH2:9][CH2:8]1.[OH-].[Na+].C(O)C. The catalyst is [Cl-].[Na+].O. The product is [OH:1][CH2:2][CH2:3][CH2:4][CH2:5][CH2:6][N:7]1[CH2:12][CH2:11][NH:10][CH2:9][CH2:8]1. The yield is 0.865. (2) The reactants are [CH2:1]([C:5]([C:14]1[CH:19]=[CH:18][CH:17]=[CH:16][CH:15]=1)([CH2:10]/[CH:11]=[CH:12]/[CH3:13])[C:6]([O:8][CH3:9])=[O:7])/[CH:2]=[CH:3]/[CH3:4].[H][H]. The catalyst is CO.O=[Pt]=O. The product is [CH2:1]([C:5]([C:14]1[CH:15]=[CH:16][CH:17]=[CH:18][CH:19]=1)([CH2:10][CH2:11][CH2:12][CH3:13])[C:6]([O:8][CH3:9])=[O:7])[CH2:2][CH2:3][CH3:4]. The yield is 0.960. (3) The reactants are [Cl-].O[NH3+:3].[C:4](=[O:7])([O-])[OH:5].[Na+].CS(C)=O.[O:13]=[C:14]1[C:19]([CH2:20][C:21]2[CH:26]=[CH:25][C:24]([C:27]3[C:28]([C:33]#[N:34])=[CH:29][CH:30]=[CH:31][CH:32]=3)=[CH:23][CH:22]=2)=[C:18]([CH2:35][CH2:36][CH3:37])[N:17]2[N:38]=[CH:39][N:40]=[C:16]2[N:15]1[CH:41]1[CH2:46][CH2:45][N:44]([C:47]([CH:49]2[CH2:54][CH2:53][O:52][CH2:51][CH2:50]2)=[O:48])[CH2:43][CH2:42]1. The catalyst is C(OCC)(=O)C. The product is [O:7]=[C:4]1[O:5][N:3]=[C:33]([C:28]2[CH:29]=[CH:30][CH:31]=[CH:32][C:27]=2[C:24]2[CH:25]=[CH:26][C:21]([CH2:20][C:19]3[C:14](=[O:13])[N:15]([CH:41]4[CH2:46][CH2:45][N:44]([C:47]([CH:49]5[CH2:54][CH2:53][O:52][CH2:51][CH2:50]5)=[O:48])[CH2:43][CH2:42]4)[C:16]4[N:17]([N:38]=[CH:39][N:40]=4)[C:18]=3[CH2:35][CH2:36][CH3:37])=[CH:22][CH:23]=2)[NH:34]1. The yield is 0.440.